Dataset: TCR-epitope binding with 47,182 pairs between 192 epitopes and 23,139 TCRs. Task: Binary Classification. Given a T-cell receptor sequence (or CDR3 region) and an epitope sequence, predict whether binding occurs between them. The epitope is ALSKGVHFV. The TCR CDR3 sequence is CASSSLAGESYNEQFF. Result: 0 (the TCR does not bind to the epitope).